Dataset: Peptide-MHC class I binding affinity with 185,985 pairs from IEDB/IMGT. Task: Regression. Given a peptide amino acid sequence and an MHC pseudo amino acid sequence, predict their binding affinity value. This is MHC class I binding data. (1) The binding affinity (normalized) is 0.235. The peptide sequence is YKVLPQGW. The MHC is Mamu-B17 with pseudo-sequence Mamu-B17. (2) The peptide sequence is STDTRHIPQ. The MHC is HLA-A69:01 with pseudo-sequence HLA-A69:01. The binding affinity (normalized) is 0.0847. (3) The peptide sequence is SPETQQMII. The MHC is HLA-B53:01 with pseudo-sequence HLA-B53:01. The binding affinity (normalized) is 0.775. (4) The peptide sequence is SLFLPKLVV. The MHC is HLA-B15:01 with pseudo-sequence HLA-B15:01. The binding affinity (normalized) is 0.226. (5) The peptide sequence is FTTSLSLHK. The MHC is HLA-A33:01 with pseudo-sequence HLA-A33:01. The binding affinity (normalized) is 0.350. (6) The peptide sequence is KSLYNTIATLY. The MHC is HLA-A26:02 with pseudo-sequence HLA-A26:02. The binding affinity (normalized) is 0.356.